From a dataset of Forward reaction prediction with 1.9M reactions from USPTO patents (1976-2016). Predict the product of the given reaction. Given the reactants [OH2:1].O.O.O.O.O.O.O.O.O.[S:11]([O-:15])([O-:14])(=[O:13])=[O:12].[Na+:16].[Na+].O.O.[S:20]([S:24]([O-:27])(=[O:26])=[O:25])([O-:23])(=[O:22])=[O:21].[Na+].[Na+], predict the reaction product. The product is: [S:11]([O-:15])([O-:14])(=[O:13])=[O:12].[Na+:16].[Na+:16].[OH2:21].[OH2:1].[S:20]([S:24]([O-:27])(=[O:26])=[O:25])([O-:23])(=[O:22])=[O:21].[Na+:16].[Na+:16].